This data is from Peptide-MHC class II binding affinity with 134,281 pairs from IEDB. The task is: Regression. Given a peptide amino acid sequence and an MHC pseudo amino acid sequence, predict their binding affinity value. This is MHC class II binding data. (1) The peptide sequence is SMEYNCPNLSPREEP. The MHC is HLA-DQA10501-DQB10302 with pseudo-sequence HLA-DQA10501-DQB10302. The binding affinity (normalized) is 0.488. (2) The peptide sequence is KVPPGPNITATYGDK. The MHC is DRB3_0202 with pseudo-sequence DRB3_0202. The binding affinity (normalized) is 0.0504. (3) The peptide sequence is MPVDPDNEAYEMPSE. The MHC is HLA-DQA10102-DQB10602 with pseudo-sequence HLA-DQA10102-DQB10602. The binding affinity (normalized) is 0. (4) The peptide sequence is GGNFAGGGFGMLLRK. The MHC is DRB1_1101 with pseudo-sequence DRB1_1101. The binding affinity (normalized) is 0.566. (5) The peptide sequence is GFKAALAAAAGVQPADKYRT. The MHC is HLA-DQA10102-DQB10602 with pseudo-sequence HLA-DQA10102-DQB10602. The binding affinity (normalized) is 0.672.